This data is from Reaction yield outcomes from USPTO patents with 853,638 reactions. The task is: Predict the reaction yield, written as a fraction of the theoretical maximum amount of product (1.0 means a 100% yield; for example, 0.34 means a 34% yield). (1) The reactants are [C:1]([N:4]1[C:13]2[C:8](=[CH:9][C:10]([C:14]3[CH:19]=[CH:18][C:17]([C:20]([NH:22][CH2:23][CH2:24][NH:25]C(=O)OC(C)(C)C)=[O:21])=[CH:16][CH:15]=3)=[CH:11][CH:12]=2)[C@H:7]([NH:33][C:34]2[CH:39]=[CH:38][C:37]([Cl:40])=[CH:36][CH:35]=2)[CH2:6][C@@H:5]1[CH3:41])(=[O:3])[CH3:2].Cl. The catalyst is O1CCOCC1. The product is [C:1]([N:4]1[C:13]2[C:8](=[CH:9][C:10]([C:14]3[CH:19]=[CH:18][C:17]([C:20]([NH:22][CH2:23][CH2:24][NH2:25])=[O:21])=[CH:16][CH:15]=3)=[CH:11][CH:12]=2)[C@H:7]([NH:33][C:34]2[CH:39]=[CH:38][C:37]([Cl:40])=[CH:36][CH:35]=2)[CH2:6][C@@H:5]1[CH3:41])(=[O:3])[CH3:2]. The yield is 0.641. (2) The reactants are [CH2:1]([O:3][C:4](=[O:20])[CH2:5][S:6]([C:9]1[CH:14]=[CH:13][C:12]([O:15][CH2:16][C:17]#[C:18][CH3:19])=[CH:11][CH:10]=1)(=[O:8])=[O:7])[CH3:2].Cl.Cl.Cl[CH2:24][CH2:25][N:26]([CH2:32][CH2:33]Cl)[CH:27]([CH2:30][CH3:31])[CH2:28][CH3:29]. No catalyst specified. The product is [CH2:1]([O:3][C:4]([C:5]1([S:6]([C:9]2[CH:10]=[CH:11][C:12]([O:15][CH2:16][C:17]#[C:18][CH3:19])=[CH:13][CH:14]=2)(=[O:7])=[O:8])[CH2:33][CH2:32][N:26]([CH:27]([CH2:30][CH3:31])[CH2:28][CH3:29])[CH2:25][CH2:24]1)=[O:20])[CH3:2]. The yield is 0.260. (3) The reactants are [Br:1][C:2]1[CH:11]=[C:10]2[C:5]([C:6]([CH3:14])([CH3:13])[CH2:7][CH2:8][C:9]2=O)=[CH:4][C:3]=1[O:15][CH3:16].[CH:17]([Mg]Br)([CH3:19])[CH3:18]. No catalyst specified. The product is [Br:1][C:2]1[CH:11]=[C:10]2[C:5](=[CH:4][C:3]=1[O:15][CH3:16])[C:6]([CH3:14])([CH3:13])[CH2:7][CH:8]=[C:9]2[CH:17]([CH3:19])[CH3:18]. The yield is 0.680. (4) The reactants are C(N(CC)CC)C.[C:8]([OH:12])(=O)[CH2:9][CH3:10].Cl.C(N=C=NCCCN(C)C)C.ON1C2C=CC=CC=2N=N1.[CH3:35][C:36]1[C:44]([O:45][C@@H:46]2[CH2:51][CH2:50][C@H:49]([NH2:52])[CH2:48][CH2:47]2)=[CH:43][C:42]([CH3:53])=[C:41]2[C:37]=1[CH:38]=[N:39][NH:40]2. The catalyst is CN(C)C=O. The product is [CH3:35][C:36]1[C:44]([O:45][C@@H:46]2[CH2:51][CH2:50][C@H:49]([NH:52][C:8](=[O:12])[CH2:9][CH3:10])[CH2:48][CH2:47]2)=[CH:43][C:42]([CH3:53])=[C:41]2[C:37]=1[CH:38]=[N:39][NH:40]2. The yield is 1.00.